From a dataset of Forward reaction prediction with 1.9M reactions from USPTO patents (1976-2016). Predict the product of the given reaction. (1) The product is: [C:17]1([C@H:15]([N:11]2[CH2:10][CH2:9][CH:8]([C:5]3[CH:6]=[CH:7][C:2]([C:24]#[N:25])=[CH:3][CH:4]=3)[O:14][CH2:13][CH2:12]2)[CH3:16])[CH:22]=[CH:21][CH:20]=[CH:19][CH:18]=1. Given the reactants Br[C:2]1[CH:7]=[CH:6][C:5]([CH:8]2[O:14][CH2:13][CH2:12][N:11]([C@@H:15]([C:17]3[CH:22]=[CH:21][CH:20]=[CH:19][CH:18]=3)[CH3:16])[CH2:10][CH2:9]2)=[CH:4][CH:3]=1.O.[CH3:24][N:25](C)C=O, predict the reaction product. (2) Given the reactants [CH3:1][N:2]1[C:6]2[CH:7]=[C:8]([NH:37][S:38]([C:41]3[N:42]=[CH:43][N:44]([CH3:46])[CH:45]=3)(=[O:40])=[O:39])[C:9]([O:11][C:12]3[CH:13]=[C:14]([CH:30]=[C:31]([O:33][CH2:34][CH2:35][CH3:36])[CH:32]=3)[O:15][CH2:16][CH2:17][CH2:18][CH2:19][CH2:20][CH2:21][NH:22]C(=O)OC(C)(C)C)=[CH:10][C:5]=2[N:4]([CH3:47])[C:3]1=[O:48].[C:49]([OH:55])([C:51]([F:54])([F:53])[F:52])=[O:50], predict the reaction product. The product is: [F:52][C:51]([F:54])([F:53])[C:49]([OH:55])=[O:50].[NH2:22][CH2:21][CH2:20][CH2:19][CH2:18][CH2:17][CH2:16][O:15][C:14]1[CH:13]=[C:12]([CH:32]=[C:31]([O:33][CH2:34][CH2:35][CH3:36])[CH:30]=1)[O:11][C:9]1[C:8]([NH:37][S:38]([C:41]2[N:42]=[CH:43][N:44]([CH3:46])[CH:45]=2)(=[O:40])=[O:39])=[CH:7][C:6]2[N:2]([CH3:1])[C:3](=[O:48])[N:4]([CH3:47])[C:5]=2[CH:10]=1. (3) Given the reactants [CH3:1][O:2][C:3]1[C:4]([CH2:12][N:13]([CH3:15])[CH3:14])=[C:5]2[C:9](=[CH:10][CH:11]=1)[NH:8][CH:7]=[CH:6]2.CN(C=O)C.[CH3:21][C:22]1[CH:27]=[CH:26][CH:25]=[CH:24][C:23]=1[S:28](Cl)(=[O:30])=[O:29], predict the reaction product. The product is: [CH3:1][O:2][C:3]1[C:4]([CH2:12][N:13]([CH3:14])[CH3:15])=[C:5]2[C:9](=[CH:10][CH:11]=1)[N:8]([S:28]([C:23]1[CH:24]=[CH:25][CH:26]=[CH:27][C:22]=1[CH3:21])(=[O:30])=[O:29])[CH:7]=[CH:6]2. (4) Given the reactants Br[C:2]1[C:3](=[O:18])[N:4]([C:8]2[CH:13]=[CH:12][C:11]([N+:14]([O-:16])=[O:15])=[CH:10][C:9]=2[CH3:17])[CH:5]=[CH:6][CH:7]=1.[F-].[Cs+].[CH2:21](B1OC(C)(C)C(C)(C)O1)[CH:22]=[CH2:23], predict the reaction product. The product is: [CH2:23]([C:2]1[C:3](=[O:18])[N:4]([C:8]2[CH:13]=[CH:12][C:11]([N+:14]([O-:16])=[O:15])=[CH:10][C:9]=2[CH3:17])[CH:5]=[CH:6][CH:7]=1)[CH:22]=[CH2:21]. (5) Given the reactants [Si:1]([O:8][C@H:9]1[CH2:13][CH2:12][N:11]([CH2:14][C@@H:15]([N:26]([CH3:37])[C:27](=[O:36])[O:28][CH2:29][C:30]2[CH:35]=[CH:34][CH:33]=[CH:32][CH:31]=2)[C:16]2[CH:21]=[CH:20][CH:19]=[C:18]([C:22](=[NH:25])[NH:23][OH:24])[CH:17]=2)[CH2:10]1)([C:4]([CH3:7])([CH3:6])[CH3:5])([CH3:3])[CH3:2].O([C:39]([C:41]([F:44])([F:43])[F:42])=O)[C:39]([C:41]([F:44])([F:43])[F:42])=O, predict the reaction product. The product is: [CH2:29]([O:28][C:27](=[O:36])[N:26]([C@@H:15]([C:16]1[CH:21]=[CH:20][CH:19]=[C:18]([C:22]2[N:25]=[C:39]([C:41]([F:44])([F:43])[F:42])[O:24][N:23]=2)[CH:17]=1)[CH2:14][N:11]1[CH2:12][CH2:13][C@H:9]([O:8][Si:1]([C:4]([CH3:7])([CH3:6])[CH3:5])([CH3:2])[CH3:3])[CH2:10]1)[CH3:37])[C:30]1[CH:31]=[CH:32][CH:33]=[CH:34][CH:35]=1. (6) Given the reactants Cl[CH2:2][C:3]([C:7]1[CH:12]=[C:11]([F:13])[CH:10]=[C:9]([F:14])[CH:8]=1)([OH:6])[CH2:4]Cl.[C:15](=O)(O)[O-].[Na+].[CH2:20]([NH2:24])[CH2:21][CH2:22]C, predict the reaction product. The product is: [F:14][C:9]1[CH:8]=[C:7]([C:3]2([OH:6])[CH2:4][N:24]([CH2:20][CH:21]([CH3:15])[CH3:22])[CH2:2]2)[CH:12]=[C:11]([F:13])[CH:10]=1. (7) Given the reactants Br[C:2]1[CH:3]=[N:4][CH:5]=[C:6]([Br:8])[CH:7]=1.[NH2:9][C:10]1[CH:24]=[CH:23][C:13]([C:14]([C:16]2[CH:21]=[CH:20][CH:19]=[CH:18][C:17]=2[CH3:22])=[O:15])=[C:12]([Cl:25])[CH:11]=1.C(O[Na])(C)(C)C, predict the reaction product. The product is: [Br:8][C:6]1[CH:7]=[C:2]([NH:9][C:10]2[CH:24]=[CH:23][C:13]([C:14]([C:16]3[CH:21]=[CH:20][CH:19]=[CH:18][C:17]=3[CH3:22])=[O:15])=[C:12]([Cl:25])[CH:11]=2)[CH:3]=[N:4][CH:5]=1. (8) Given the reactants [Cl:1][C:2]1[N:10]([CH2:11][CH:12]=[CH2:13])[C:9]2[C:8](=[O:14])[NH:7][C:6](=[O:15])[N:5]([CH2:16][CH2:17][CH2:18][CH2:19][CH3:20])[C:4]=2[N:3]=1.Cl[CH2:22][CH:23]([OH:34])[CH2:24][CH2:25][CH2:26][CH2:27][C:28]1[CH:33]=[CH:32][CH:31]=[CH:30][CH:29]=1.C(=O)([O-])[O-].[Cs+].[Cs+], predict the reaction product. The product is: [Cl:1][C:2]1[N:10]([CH2:11][CH:12]=[CH2:13])[C:9]2[C:8](=[O:14])[N:7]([CH2:22][CH:23]([OH:34])[CH2:24][CH2:25][CH2:26][CH2:27][C:28]3[CH:29]=[CH:30][CH:31]=[CH:32][CH:33]=3)[C:6](=[O:15])[N:5]([CH2:16][CH2:17][CH2:18][CH2:19][CH3:20])[C:4]=2[N:3]=1.